This data is from Reaction yield outcomes from USPTO patents with 853,638 reactions. The task is: Predict the reaction yield, written as a fraction of the theoretical maximum amount of product (1.0 means a 100% yield; for example, 0.34 means a 34% yield). The catalyst is C(#N)C. The reactants are [CH2:1]([O:8][C:9]1[CH:14]=[CH:13][N:12]([CH2:15][C:16]2[CH:21]=[CH:20][CH:19]=[C:18]([F:22])[CH:17]=2)[C:11](=[O:23])[CH:10]=1)[C:2]1[CH:7]=[CH:6][CH:5]=[CH:4][CH:3]=1.[I:24]N1C(=O)CCC1=O. The yield is 0.900. The product is [CH2:1]([O:8][C:9]1[CH:14]=[CH:13][N:12]([CH2:15][C:16]2[CH:21]=[CH:20][CH:19]=[C:18]([F:22])[CH:17]=2)[C:11](=[O:23])[C:10]=1[I:24])[C:2]1[CH:7]=[CH:6][CH:5]=[CH:4][CH:3]=1.